The task is: Predict the reaction yield, written as a fraction of the theoretical maximum amount of product (1.0 means a 100% yield; for example, 0.34 means a 34% yield).. This data is from Reaction yield outcomes from USPTO patents with 853,638 reactions. (1) The catalyst is CO. The yield is 0.990. The reactants are [CH3:1][O:2][Na].[F:4][C:5]1[CH:6]=[C:7]([CH:10]=[CH:11][CH:12]=1)[C:8]#[N:9]. The product is [F:4][C:5]1[CH:6]=[C:7]([C:8](=[NH:9])[O:2][CH3:1])[CH:10]=[CH:11][CH:12]=1. (2) The catalyst is C1COCC1. The yield is 0.550. The reactants are F[C:2]1[C:10]([F:11])=[C:9]([F:12])[CH:8]=[CH:7][C:3]=1[C:4]([OH:6])=[O:5].[F:13][C:14]1[CH:20]=[C:19]([S:21][CH2:22][CH3:23])[CH:18]=[CH:17][C:15]=1[NH2:16].[Li+].C[Si]([N-][Si](C)(C)C)(C)C. The product is [F:11][C:10]1[C:2]([NH:16][C:15]2[CH:17]=[CH:18][C:19]([S:21][CH2:22][CH3:23])=[CH:20][C:14]=2[F:13])=[C:3]([CH:7]=[CH:8][C:9]=1[F:12])[C:4]([OH:6])=[O:5]. (3) The reactants are C([SiH2][O:6][C:7](C)(C)[C@H:8]1[CH2:21][CH2:20][C:19]2[C:10](=[C:11]3[C:16](=[CH:17][CH:18]=2)[N:15]=[CH:14][CH:13]=[CH:12]3)[O:9]1)(C)(C)C.[F-].C([N+](CCCC)(CCCC)CCCC)CCC. The catalyst is O1CCCC1.C(OCC)(=O)C. The product is [N:15]1[C:16]2[C:11](=[C:10]3[C:19](=[CH:18][CH:17]=2)[CH2:20][CH2:21][C@H:8]([CH2:7][OH:6])[O:9]3)[CH:12]=[CH:13][CH:14]=1. The yield is 0.980. (4) The reactants are [CH3:1][N:2]([CH2:20][C:21]([O:23]C(C)(C)C)=[O:22])[C:3]1[N:8]=[CH:7][CH:6]=[C:5]([C:9]2[S:10][C:11]3[CH:19]=[CH:18][CH:17]=[CH:16][C:12]=3[C:13](=[O:15])[N:14]=2)[N:4]=1.C(OC(C)C)(C)C. The catalyst is FC(F)(F)C(O)=O. The product is [CH3:1][N:2]([CH2:20][C:21]([OH:23])=[O:22])[C:3]1[N:8]=[CH:7][CH:6]=[C:5]([C:9]2[S:10][C:11]3[CH:19]=[CH:18][CH:17]=[CH:16][C:12]=3[C:13](=[O:15])[N:14]=2)[N:4]=1. The yield is 0.870.